From a dataset of Reaction yield outcomes from USPTO patents with 853,638 reactions. Predict the reaction yield, written as a fraction of the theoretical maximum amount of product (1.0 means a 100% yield; for example, 0.34 means a 34% yield). (1) The reactants are FC(F)(F)C1C=[CH:7][C:6]([CH2:9][CH2:10]C(O)=O)=[CH:5]C=1.[F:16][C:17]([F:38])([F:37])[C:18]1[CH:23]=[CH:22][C:21]([CH2:24][CH2:25][C:26]([C:28]2[C:34]([OH:35])=[CH:33][C:32]([OH:36])=[CH:31][C:29]=2[OH:30])=[O:27])=[CH:20][CH:19]=1. No catalyst specified. The product is [OH:35][C:34]1[C:33]([CH2:20][CH2:19][CH:18]([CH3:23])[CH3:17])=[C:32]([OH:36])[C:31]([CH2:10][CH2:9][CH:6]([CH3:5])[CH3:7])([CH2:25][CH2:26][CH:28]([CH3:34])[CH3:29])[C:29](=[O:30])[C:28]=1[C:26](=[O:27])[CH2:25][CH2:24][C:21]1[CH:22]=[CH:23][C:18]([C:17]([F:37])([F:38])[F:16])=[CH:19][CH:20]=1. The yield is 0.0800. (2) The reactants are [Cl:1][C:2]1[N:11]=[C:10]([NH:12][CH2:13][CH2:14][CH2:15][CH2:16][CH2:17][CH2:18][CH3:19])[C:9]2[C:4](=[CH:5][CH:6]=[C:7]([N+:20]([O-:22])=[O:21])[CH:8]=2)[N:3]=1.[CH2:23]([NH2:26])[CH:24]=[CH2:25]. The catalyst is O. The product is [ClH:1].[CH2:23]([NH:26][C:2]1[N:11]=[C:10]([NH:12][CH2:13][CH2:14][CH2:15][CH2:16][CH2:17][CH2:18][CH3:19])[C:9]2[C:4](=[CH:5][CH:6]=[C:7]([N+:20]([O-:22])=[O:21])[CH:8]=2)[N:3]=1)[CH:24]=[CH2:25]. The yield is 0.886. (3) The reactants are [CH:1]1([CH2:4]Br)[CH2:3][CH2:2]1.[CH3:6][C:7]1[CH:11]=[C:10]([CH3:12])[N:9]([CH2:13][C:14]([NH:16][C:17]2[CH:22]=[C:21]([C:23]([C:25]3[C:33]4[CH:32]=[N:31][CH:30]=[N:29][C:28]=4[NH:27][CH:26]=3)=[O:24])[CH:20]=[CH:19][N:18]=2)=[O:15])[N:8]=1.C(=O)([O-])[O-].[K+].[K+].[Cl-].[NH4+]. The catalyst is CN(C=O)C. The product is [CH:1]1([CH2:4][N:27]2[C:28]3[N:29]=[CH:30][N:31]=[CH:32][C:33]=3[C:25]([C:23]([C:21]3[CH:20]=[CH:19][N:18]=[C:17]([NH:16][C:14](=[O:15])[CH2:13][N:9]4[C:10]([CH3:12])=[CH:11][C:7]([CH3:6])=[N:8]4)[CH:22]=3)=[O:24])=[CH:26]2)[CH2:3][CH2:2]1. The yield is 0.710. (4) The reactants are Cl[C:2]1[N:7]=[C:6]([O:8][CH3:9])[N:5]=[C:4]([NH:10][C:11]2[CH:16]=[CH:15][C:14]([N:17]3[CH:21]=[C:20]([CH3:22])[N:19]=[CH:18]3)=[C:13]([O:23][CH3:24])[CH:12]=2)[N:3]=1.[F:25][C:26]1[CH:31]=[CH:30][C:29](B(O)O)=[CH:28][CH:27]=1.C(=O)([O-])[O-].[Na+].[Na+]. The catalyst is O1CCOCC1.O.[Pd].C1(P(C2C=CC=CC=2)C2C=CC=CC=2)C=CC=CC=1.C1(P(C2C=CC=CC=2)C2C=CC=CC=2)C=CC=CC=1.C1(P(C2C=CC=CC=2)C2C=CC=CC=2)C=CC=CC=1.C1(P(C2C=CC=CC=2)C2C=CC=CC=2)C=CC=CC=1. The product is [F:25][C:26]1[CH:31]=[CH:30][C:29]([C:2]2[N:7]=[C:6]([O:8][CH3:9])[N:5]=[C:4]([NH:10][C:11]3[CH:16]=[CH:15][C:14]([N:17]4[CH:21]=[C:20]([CH3:22])[N:19]=[CH:18]4)=[C:13]([O:23][CH3:24])[CH:12]=3)[N:3]=2)=[CH:28][CH:27]=1. The yield is 0.470. (5) The reactants are Cl.Cl.[F:3][C:4]1[CH:5]=[C:6]([NH:31]C(NC(=O)CC2C=CC(F)=CC=2)=S)[CH:7]=[CH:8][C:9]=1[O:10][C:11]1[C:16]2=[C:17]([CH3:30])C(OCCN3CCN(C)CC3)=CN2N=CN=1.[OH:45][C:46]1[N:54]=[CH:53][CH:52]=[CH:51][C:47]=1[C:48]([OH:50])=O.CN(C(O[N:63]1N=NC2C=[CH:67][CH:68]=[N:69][C:64]1=2)=[N+](C)C)C.F[P-](F)(F)(F)(F)F.CCN(C(C)C)C(C)C. The catalyst is CN(C=O)C.CN(C1C=CN=CC=1)C. The product is [NH:63]1[C:64]2=[N:69][CH:68]=[CH:67][C:11]([O:10][C:9]3[CH:8]=[CH:7][C:6]([NH:31][C:48]([C:47]4[C:46](=[O:45])[NH:54][CH:53]=[CH:52][CH:51]=4)=[O:50])=[CH:5][C:4]=3[F:3])=[C:16]2[CH:17]=[CH:30]1. The yield is 0.220. (6) The reactants are [NH2:1][C:2]1[CH:3]=[C:4]([CH:8]=[CH:9][CH:10]=1)[C:5]([NH2:7])=[O:6].C(O)(=O)C.[CH:15](OCC)(OCC)OCC.[N-:25]=[N+:26]=[N-:27].[Na+].Cl.N([O-])=O.[Na+]. The catalyst is O. The product is [N:1]1([C:2]2[CH:3]=[C:4]([CH:8]=[CH:9][CH:10]=2)[C:5]([NH2:7])=[O:6])[CH:15]=[N:27][N:26]=[N:25]1. The yield is 0.800. (7) The reactants are C(N(CC)CC)C.[Cl:8][C:9]1[CH:14]=[CH:13][N:12]=[C:11]([NH2:15])[CH:10]=1.[CH3:16][C:17]([CH3:22])([CH3:21])[C:18](Cl)=[O:19]. The catalyst is ClCCl. The product is [Cl:8][C:9]1[CH:14]=[CH:13][N:12]=[C:11]([NH:15][C:18](=[O:19])[C:17]([CH3:22])([CH3:21])[CH3:16])[CH:10]=1. The yield is 0.670.